From a dataset of Catalyst prediction with 721,799 reactions and 888 catalyst types from USPTO. Predict which catalyst facilitates the given reaction. (1) Reactant: [F:1][C:2]1[CH:3]=[CH:4][C:5]([N+:9]([O-:11])=[O:10])=[C:6]([OH:8])[CH:7]=1.[F:12][C:13]([F:26])([F:25])[S:14](O[S:14]([C:13]([F:26])([F:25])[F:12])(=[O:16])=[O:15])(=[O:16])=[O:15]. Product: [F:12][C:13]([F:26])([F:25])[S:14]([O:8][C:6]1[CH:7]=[C:2]([F:1])[CH:3]=[CH:4][C:5]=1[N+:9]([O-:11])=[O:10])(=[O:16])=[O:15]. The catalyst class is: 228. (2) Reactant: C[O:2][C:3]1[CH:20]=[CH:19][C:6]2[N:7]=[C:8]([C:10]3[CH:15]=[CH:14][C:13]([N+:16]([O-:18])=[O:17])=[CH:12][CH:11]=3)[S:9][C:5]=2[CH:4]=1.B(Br)(Br)Br. Product: [N+:16]([C:13]1[CH:12]=[CH:11][C:10]([C:8]2[S:9][C:5]3[CH:4]=[C:3]([OH:2])[CH:20]=[CH:19][C:6]=3[N:7]=2)=[CH:15][CH:14]=1)([O-:18])=[O:17]. The catalyst class is: 2. (3) Reactant: [C:1]([O:5][C:6](=[O:40])[CH2:7][CH2:8][CH2:9][CH2:10][CH2:11][CH2:12][CH2:13][C:14](=[O:39])/[CH:15]=[CH:16]/[C@@H:17]([O:28][Si:29]([CH:36]([CH3:38])[CH3:37])([CH:33]([CH3:35])[CH3:34])[CH:30]([CH3:32])[CH3:31])[C@@H:18]([O:24][C:25](=[O:27])[CH3:26])[CH2:19][CH2:20][CH2:21][CH2:22][CH3:23])([CH3:4])([CH3:3])[CH3:2].Cl. Product: [C:1]([O:5][C:6](=[O:40])[CH2:7][CH2:8][CH2:9][CH2:10][CH2:11][CH2:12][CH2:13][C@@H:14]([OH:39])/[CH:15]=[CH:16]/[C@@H:17]([O:28][Si:29]([CH:36]([CH3:38])[CH3:37])([CH:33]([CH3:35])[CH3:34])[CH:30]([CH3:32])[CH3:31])[C@@H:18]([O:24][C:25](=[O:27])[CH3:26])[CH2:19][CH2:20][CH2:21][CH2:22][CH3:23])([CH3:3])([CH3:2])[CH3:4]. The catalyst class is: 7. (4) Product: [CH3:16][C:14]1[CH:15]=[C:10]([N:9]2[C:5]3[N:4]=[CH:1][NH:20][C:18](=[O:19])[C:6]=3[CH:7]=[N:8]2)[CH:11]=[C:12]([CH3:17])[CH:13]=1. The catalyst class is: 6. Reactant: [CH:1](N)=O.[NH2:4][C:5]1[N:9]([C:10]2[CH:15]=[C:14]([CH3:16])[CH:13]=[C:12]([CH3:17])[CH:11]=2)[N:8]=[CH:7][C:6]=1[C:18]([NH2:20])=[O:19].